Regression. Given a peptide amino acid sequence and an MHC pseudo amino acid sequence, predict their binding affinity value. This is MHC class II binding data. From a dataset of Peptide-MHC class II binding affinity with 134,281 pairs from IEDB. (1) The peptide sequence is SLYNTVATLYCVHQRIDV. The MHC is DRB1_1501 with pseudo-sequence DRB1_1501. The binding affinity (normalized) is 0.331. (2) The peptide sequence is GDGFIDFNEFISFCN. The MHC is HLA-DQA10102-DQB10502 with pseudo-sequence HLA-DQA10102-DQB10502. The binding affinity (normalized) is 0.737. (3) The peptide sequence is VGDYFVLTSHTVMPL. The MHC is DRB1_0101 with pseudo-sequence DRB1_0101. The binding affinity (normalized) is 0.868.